Task: Predict the reactants needed to synthesize the given product.. Dataset: Full USPTO retrosynthesis dataset with 1.9M reactions from patents (1976-2016) (1) Given the product [C:1]([O:7][CH2:8][C@H:9]([C:15]1[C:24]([CH3:25])=[CH:23][C:18]2[N:19]=[C:20]([C:37]3[CH:38]=[CH:39][CH:40]=[C:35]([O:34][CH2:27][C:28]4[CH:33]=[CH:32][CH:31]=[CH:30][CH:29]=4)[CH:36]=3)[S:21][C:17]=2[C:16]=1[Br:26])[O:10][C:11]([CH3:14])([CH3:13])[CH3:12])(=[O:6])[C:2]([CH3:5])([CH3:4])[CH3:3], predict the reactants needed to synthesize it. The reactants are: [C:1]([O:7][CH2:8][C@H:9]([C:15]1[C:24]([CH3:25])=[CH:23][C:18]2[N:19]=[C:20](Cl)[S:21][C:17]=2[C:16]=1[Br:26])[O:10][C:11]([CH3:14])([CH3:13])[CH3:12])(=[O:6])[C:2]([CH3:5])([CH3:4])[CH3:3].[CH2:27]([O:34][C:35]1[CH:36]=[C:37](B2OC(C)(C)C(C)(C)O2)[CH:38]=[CH:39][CH:40]=1)[C:28]1[CH:33]=[CH:32][CH:31]=[CH:30][CH:29]=1.C([O-])([O-])=O.[K+].[K+]. (2) The reactants are: Br[C:2]1[C:10]2[C:9]([N:11]3[CH2:16][CH2:15][CH2:14][C@H:13]([CH3:17])[CH2:12]3)=[N:8][CH:7]=[N:6][C:5]=2[N:4]([S:18]([C:21]2[CH:26]=[CH:25][C:24]([CH3:27])=[CH:23][CH:22]=2)(=[O:20])=[O:19])[CH:3]=1.[OH:28][CH2:29][C:30]1[CH:31]=[C:32](B(O)O)[CH:33]=[CH:34][CH:35]=1.C(=O)([O-])[O-].[Na+].[Na+]. Given the product [CH3:27][C:24]1[CH:25]=[CH:26][C:21]([S:18]([N:4]2[C:5]3[N:6]=[CH:7][N:8]=[C:9]([N:11]4[CH2:16][CH2:15][CH2:14][C@H:13]([CH3:17])[CH2:12]4)[C:10]=3[C:2]([C:34]3[CH:35]=[C:30]([CH2:29][OH:28])[CH:31]=[CH:32][CH:33]=3)=[CH:3]2)(=[O:20])=[O:19])=[CH:22][CH:23]=1, predict the reactants needed to synthesize it.